Dataset: Catalyst prediction with 721,799 reactions and 888 catalyst types from USPTO. Task: Predict which catalyst facilitates the given reaction. The catalyst class is: 1. Product: [C:48]([C:50]1[CH:51]=[CH:52][C:53]([S:56]([CH:23]([O:24][CH:25]2[CH2:26][CH2:27][NH:28][CH2:29][CH2:30]2)[C:21]2[NH:20][C:18]3[N:19]=[C:14]([C:8]4[CH:13]=[CH:12][CH:11]=[CH:10][CH:9]=4)[N:15]=[C:16]([NH:31][CH2:32][CH2:33][NH:34][C:35](=[O:37])[CH3:36])[C:17]=3[CH:22]=2)(=[O:58])=[O:57])=[CH:54][CH:55]=1)#[N:49]. Reactant: FC(F)(F)C(O)=O.[C:8]1([C:14]2[N:15]=[C:16]([NH:31][CH2:32][CH2:33][NH:34][C:35](=[O:37])[CH3:36])[C:17]3[CH:22]=[C:21]([CH2:23][O:24][CH:25]4[CH2:30][CH2:29][NH:28][CH2:27][CH2:26]4)[NH:20][C:18]=3[N:19]=2)[CH:13]=[CH:12][CH:11]=[CH:10][CH:9]=1.CCN(CC)CC.C(Cl)Cl.[C:48]([C:50]1[CH:55]=[CH:54][C:53]([S:56](Cl)(=[O:58])=[O:57])=[CH:52][CH:51]=1)#[N:49].